This data is from HIV replication inhibition screening data with 41,000+ compounds from the AIDS Antiviral Screen. The task is: Binary Classification. Given a drug SMILES string, predict its activity (active/inactive) in a high-throughput screening assay against a specified biological target. The drug is CC(C)(C)C(=O)C=C(OB(F)F)C(C)(C)C. The result is 0 (inactive).